This data is from Full USPTO retrosynthesis dataset with 1.9M reactions from patents (1976-2016). The task is: Predict the reactants needed to synthesize the given product. The reactants are: Br[C:2]1[CH:3]=[CH:4][C:5]2[NH:10][S:9](=[O:12])(=[O:11])[CH2:8][CH2:7][C:6]=2[CH:13]=1.[F:14][C:15]([F:26])([F:25])[C:16]1[CH:21]=[CH:20][C:19](B(O)O)=[CH:18][CH:17]=1.C([O-])(=O)C.[K+].Cl. Given the product [F:14][C:15]([F:26])([F:25])[C:16]1[CH:21]=[CH:20][C:19]([C:2]2[CH:3]=[CH:4][C:5]3[NH:10][S:9](=[O:12])(=[O:11])[CH2:8][CH2:7][C:6]=3[CH:13]=2)=[CH:18][CH:17]=1, predict the reactants needed to synthesize it.